From a dataset of TCR-epitope binding with 47,182 pairs between 192 epitopes and 23,139 TCRs. Binary Classification. Given a T-cell receptor sequence (or CDR3 region) and an epitope sequence, predict whether binding occurs between them. (1) The epitope is KLGGALQAK. The TCR CDR3 sequence is CATSDPRVRYEQYF. Result: 1 (the TCR binds to the epitope). (2) The epitope is QVPLRPMTYK. The TCR CDR3 sequence is CASSLLARGQETQYF. Result: 0 (the TCR does not bind to the epitope). (3) The epitope is LLALHRSYL. The TCR CDR3 sequence is CASSSLAGGTRTQYF. Result: 0 (the TCR does not bind to the epitope). (4) The epitope is IPIQASLPF. The TCR CDR3 sequence is CSVGGDREAFF. Result: 0 (the TCR does not bind to the epitope). (5) The epitope is NQKLIANQF. The TCR CDR3 sequence is CASSRGTPTGELFF. Result: 0 (the TCR does not bind to the epitope). (6) The epitope is AIMTRCLAV. The TCR CDR3 sequence is CASSYRTGSSSTDTQYF. Result: 0 (the TCR does not bind to the epitope). (7) The epitope is RLQSLQTYV. The TCR CDR3 sequence is CASTTLGGHTEAFF. Result: 0 (the TCR does not bind to the epitope). (8) The epitope is KLGGALQAK. The TCR CDR3 sequence is CASSFTNNEQFF. Result: 1 (the TCR binds to the epitope).